Dataset: Peptide-MHC class I binding affinity with 185,985 pairs from IEDB/IMGT. Task: Regression. Given a peptide amino acid sequence and an MHC pseudo amino acid sequence, predict their binding affinity value. This is MHC class I binding data. (1) The peptide sequence is RVSTVQQLTK. The MHC is HLA-A03:01 with pseudo-sequence HLA-A03:01. The binding affinity (normalized) is 0.735. (2) The peptide sequence is KELKETLLH. The MHC is HLA-B15:17 with pseudo-sequence HLA-B15:17. The binding affinity (normalized) is 0.0847. (3) The peptide sequence is VSANVKGNW. The MHC is HLA-A26:01 with pseudo-sequence HLA-A26:01. The binding affinity (normalized) is 0.0847.